From a dataset of Full USPTO retrosynthesis dataset with 1.9M reactions from patents (1976-2016). Predict the reactants needed to synthesize the given product. (1) Given the product [F:26][C:25]([F:28])([F:27])[O:24][C:19]1[CH:20]=[CH:21][CH:22]=[CH:23][C:18]=1[C:17]1[CH:16]=[C:3]2[C:2]([CH:1]3[CH2:7][CH:4]2[CH2:5][CH2:6]3)=[N:32][N:31]=1, predict the reactants needed to synthesize it. The reactants are: [CH:1]12[CH2:7][CH:4]([CH2:5][CH2:6]1)[C:3](=O)[C:2]2=O.COP([CH2:16][C:17](=O)[C:18]1[CH:23]=[CH:22][CH:21]=[CH:20][C:19]=1[O:24][C:25]([F:28])([F:27])[F:26])(=O)OC.O.[NH2:31][NH2:32]. (2) Given the product [Cl:1][C:2]1[CH:9]=[CH:8][C:5]([CH:6]=[O:7])=[C:4]([N:11]2[CH2:15][CH2:14][C@@H:13]([NH:16][C:17](=[O:23])[O:18][C:19]([CH3:21])([CH3:20])[CH3:22])[CH2:12]2)[CH:3]=1, predict the reactants needed to synthesize it. The reactants are: [Cl:1][C:2]1[CH:9]=[CH:8][C:5]([CH:6]=[O:7])=[C:4](F)[CH:3]=1.[NH:11]1[CH2:15][CH2:14][C@@H:13]([NH:16][C:17](=[O:23])[O:18][C:19]([CH3:22])([CH3:21])[CH3:20])[CH2:12]1.C([O-])([O-])=O.[K+].[K+].CS(C)=O.